From a dataset of Forward reaction prediction with 1.9M reactions from USPTO patents (1976-2016). Predict the product of the given reaction. (1) Given the reactants [Li]CCCC.[CH3:6][CH:7]1[CH2:15][C:14]2[C:9](=[CH:10][CH:11]=[CH:12][CH:13]=2)[C:8]1=O.Br[C:18]1[CH:27]=[CH:26][C:25]2[C:20](=[CH:21][CH:22]=[CH:23][CH:24]=2)[N:19]=1.Cl.N, predict the reaction product. The product is: [N:19]1[C:20]2[C:25](=[CH:24][CH:23]=[CH:22][C:21]=2[CH:8]2[C:9]3[C:14](=[CH:13][CH:12]=[CH:11][CH:10]=3)[CH:15]=[C:7]2[CH3:6])[CH:26]=[CH:27][CH:18]=1. (2) The product is: [Br:1][C:2]1[C:7]([O:8][CH2:9][O:10][CH3:11])=[CH:6][C:5]([O:12][CH2:13][O:14][CH3:15])=[CH:4][C:3]=1[CH2:16][O:17][CH2:20][C:21]1[CH:26]=[CH:25][CH:24]=[CH:23][CH:22]=1. Given the reactants [Br:1][C:2]1[C:7]([O:8][CH2:9][O:10][CH3:11])=[CH:6][C:5]([O:12][CH2:13][O:14][CH3:15])=[CH:4][C:3]=1[CH2:16][OH:17].[H-].[Na+].[CH2:20](Br)[C:21]1[CH:26]=[CH:25][CH:24]=[CH:23][CH:22]=1.CO, predict the reaction product.